Dataset: Full USPTO retrosynthesis dataset with 1.9M reactions from patents (1976-2016). Task: Predict the reactants needed to synthesize the given product. The reactants are: [CH2:1]([N:8]1[CH2:13][CH2:12][C@@H:11]([CH3:14])[C@@H:10]([NH:15][C:16]2[C:21]([CH:22]=[O:23])=[CH:20][N:19]=[C:18]3[NH:24][CH:25]=[CH:26][C:17]=23)[CH2:9]1)[C:2]1[CH:7]=[CH:6][CH:5]=[CH:4][CH:3]=1.[H-].[Na+].Cl[CH2:30][O:31][CH2:32][CH2:33][Si:34]([CH3:37])([CH3:36])[CH3:35].O. Given the product [CH2:1]([N:8]1[CH2:13][CH2:12][C@@H:11]([CH3:14])[C@@H:10]([NH:15][C:16]2[C:21]([CH:22]=[O:23])=[CH:20][N:19]=[C:18]3[N:24]([CH2:30][O:31][CH2:32][CH2:33][Si:34]([CH3:37])([CH3:36])[CH3:35])[CH:25]=[CH:26][C:17]=23)[CH2:9]1)[C:2]1[CH:3]=[CH:4][CH:5]=[CH:6][CH:7]=1, predict the reactants needed to synthesize it.